Task: Predict which catalyst facilitates the given reaction.. Dataset: Catalyst prediction with 721,799 reactions and 888 catalyst types from USPTO (1) Reactant: [NH:1]1[CH2:6][CH2:5][CH:4]([NH:7][C:8]2[O:9][C:10]3[C:11]([CH2:17][OH:18])=[N:12][CH:13]=[CH:14][C:15]=3[N:16]=2)[CH2:3][CH2:2]1.[Cl:19][C:20]1[C:27]([O:28][CH2:29][CH3:30])=[CH:26][C:23]([CH:24]=O)=[CH:22][C:21]=1[O:31][CH2:32][CH3:33].C([BH3-])#N.[Na+].C(N(C(C)C)C(C)C)C. Product: [Cl:19][C:20]1[C:27]([O:28][CH2:29][CH3:30])=[CH:26][C:23]([CH2:24][N:1]2[CH2:2][CH2:3][CH:4]([NH:7][C:8]3[O:9][C:10]4[C:11]([CH2:17][OH:18])=[N:12][CH:13]=[CH:14][C:15]=4[N:16]=3)[CH2:5][CH2:6]2)=[CH:22][C:21]=1[O:31][CH2:32][CH3:33]. The catalyst class is: 212. (2) Reactant: CS(O[CH2:6][C:7]1[CH:8]=[N:9][C:10]2[C:15]([CH:16]=1)=[CH:14][CH:13]=[C:12]([O:17][CH2:18][C:19]1[CH:24]=[CH:23][CH:22]=[C:21]([Cl:25])[CH:20]=1)[CH:11]=2)(=O)=O.ClC1C=C(C=CC=1)COC1C=C2C(C=C(CO)C=[N:39]2)=CC=1.CCN(C(C)C)C(C)C.CS(Cl)(=O)=O. Product: [Cl:25][C:21]1[CH:20]=[C:19]([CH:24]=[CH:23][CH:22]=1)[CH2:18][O:17][C:12]1[CH:11]=[C:10]2[C:15]([CH:16]=[C:7]([CH2:6][NH2:39])[CH:8]=[N:9]2)=[CH:14][CH:13]=1. The catalyst class is: 1. (3) Reactant: [CH3:1][O:2][C:3](=[O:17])[CH:4]([C:6]1[CH:15]=[CH:14][C:13]2[C:8](=[CH:9][CH:10]=[C:11]([OH:16])[CH:12]=2)[CH:7]=1)[CH3:5].C([O-])([O-])=O.[K+].[K+].[I-].[Na+].Br[CH2:27][CH2:28][CH2:29][CH2:30][CH2:31][C:32]([O:34][CH3:35])=[O:33]. Product: [CH3:35][O:34][C:32](=[O:33])[CH2:31][CH2:30][CH2:29][CH2:28][CH2:27][O:16][C:11]1[CH:10]=[CH:9][C:8]2[C:13](=[CH:14][CH:15]=[C:6]([CH:4]([C:3]([O:2][CH3:1])=[O:17])[CH3:5])[CH:7]=2)[CH:12]=1. The catalyst class is: 21. (4) Reactant: [C:1]([CH:4]([NH:13][C:14](=[O:21])[C:15]1[CH:20]=[CH:19][CH:18]=[CH:17][CH:16]=1)[CH2:5][CH2:6][CH2:7][CH2:8][C:9]([O:11][CH3:12])=[O:10])(=O)[CH3:2].P(Cl)(Cl)(Cl)=O.C(=O)([O-])O.[Na+]. Product: [CH3:2][C:1]1[O:21][C:14]([C:15]2[CH:16]=[CH:17][CH:18]=[CH:19][CH:20]=2)=[N:13][C:4]=1[CH2:5][CH2:6][CH2:7][CH2:8][C:9]([O:11][CH3:12])=[O:10]. The catalyst class is: 11. (5) Product: [Cl:19][C:20]1[S:23][N:8]=[C:7]([C:6]2[CH:10]=[CH:11][C:3]([CH3:2])=[CH:4][CH:5]=2)[N:9]=1. Reactant: Cl.[CH3:2][C:3]1[CH:11]=[CH:10][C:6]([C:7](=[NH:9])[NH2:8])=[CH:5][CH:4]=1.CCN(CC)CC.[Cl:19][C:20]([SH:23])(Cl)Cl.[OH-].[Na+]. The catalyst class is: 34.